Dataset: Reaction yield outcomes from USPTO patents with 853,638 reactions. Task: Predict the reaction yield, written as a fraction of the theoretical maximum amount of product (1.0 means a 100% yield; for example, 0.34 means a 34% yield). (1) The reactants are [OH-].[Na+].C[O:4][C:5](=[O:31])[CH2:6][CH2:7][C@H:8]([C@@H:10]1[C@:27]2([CH3:28])[C@H:13]([C@H:14]3[C@H:24]([CH2:25][C:26]2=[O:29])[C@:22]2([CH3:23])[C@@H:17]([CH2:18][C@@H:19]([NH2:30])[CH2:20][CH2:21]2)[CH2:16][CH2:15]3)[CH2:12][CH2:11]1)[CH3:9]. The catalyst is CO. The product is [NH2:30][C@H:19]1[CH2:20][CH2:21][C@@:22]2([CH3:23])[C@H:17]([CH2:16][CH2:15][C@@H:14]3[C@@H:24]2[CH2:25][C:26](=[O:29])[C@@:27]2([CH3:28])[C@H:13]3[CH2:12][CH2:11][C@@H:10]2[C@H:8]([CH3:9])[CH2:7][CH2:6][C:5]([OH:31])=[O:4])[CH2:18]1. The yield is 0.880. (2) The reactants are [NH2:1][C:2](=O)[CH2:3][N:4]1[C:9](=[N:10]S(C2C=CC(C)=CC=2)(=O)=O)[CH:8]=[CH:7][C:6]([O:21][C:22]2[CH:23]=[C:24]([NH:28][C:29](=[O:40])[C:30]3[CH:35]=[CH:34][CH:33]=[C:32]([C:36]([F:39])([F:38])[F:37])[CH:31]=3)[CH:25]=[CH:26][CH:27]=2)=[CH:5]1.[F:49][C:48]([F:51])([F:50])[C:47](O[C:47](=[O:52])[C:48]([F:51])([F:50])[F:49])=[O:52]. The catalyst is ClCCl. The product is [F:51][C:48]([F:49])([F:50])[C:47]([NH:1][C:2]1[N:10]=[C:9]2[CH:8]=[CH:7][C:6]([O:21][C:22]3[CH:23]=[C:24]([NH:28][C:29](=[O:40])[C:30]4[CH:35]=[CH:34][CH:33]=[C:32]([C:36]([F:37])([F:39])[F:38])[CH:31]=4)[CH:25]=[CH:26][CH:27]=3)=[CH:5][N:4]2[CH:3]=1)=[O:52]. The yield is 0.640.